This data is from NCI-60 drug combinations with 297,098 pairs across 59 cell lines. The task is: Regression. Given two drug SMILES strings and cell line genomic features, predict the synergy score measuring deviation from expected non-interaction effect. (1) Drug 1: C1CN(CCN1C(=O)CCBr)C(=O)CCBr. Drug 2: N.N.Cl[Pt+2]Cl. Cell line: OVCAR-8. Synergy scores: CSS=37.0, Synergy_ZIP=-11.8, Synergy_Bliss=-4.45, Synergy_Loewe=-1.21, Synergy_HSA=1.82. (2) Drug 1: C(CCl)NC(=O)N(CCCl)N=O. Drug 2: CC12CCC3C(C1CCC2OP(=O)(O)O)CCC4=C3C=CC(=C4)OC(=O)N(CCCl)CCCl.[Na+]. Cell line: SNB-75. Synergy scores: CSS=0.673, Synergy_ZIP=-2.96, Synergy_Bliss=-5.36, Synergy_Loewe=-6.56, Synergy_HSA=-5.88. (3) Drug 1: CC1=CC2C(CCC3(C2CCC3(C(=O)C)OC(=O)C)C)C4(C1=CC(=O)CC4)C. Drug 2: C1CC(=O)NC(=O)C1N2C(=O)C3=CC=CC=C3C2=O. Cell line: SK-OV-3. Synergy scores: CSS=10.9, Synergy_ZIP=1.22, Synergy_Bliss=7.55, Synergy_Loewe=7.81, Synergy_HSA=8.00. (4) Drug 1: C1=NC2=C(N1)C(=S)N=CN2. Synergy scores: CSS=29.4, Synergy_ZIP=-7.30, Synergy_Bliss=-5.13, Synergy_Loewe=-20.6, Synergy_HSA=-4.45. Drug 2: CC12CCC3C(C1CCC2OP(=O)(O)O)CCC4=C3C=CC(=C4)OC(=O)N(CCCl)CCCl.[Na+]. Cell line: SF-268. (5) Drug 1: C1CN(P(=O)(OC1)NCCCl)CCCl. Drug 2: C1C(C(OC1N2C=NC(=NC2=O)N)CO)O. Cell line: NCI-H322M. Synergy scores: CSS=1.38, Synergy_ZIP=0.339, Synergy_Bliss=0.620, Synergy_Loewe=-1.10, Synergy_HSA=-1.78. (6) Drug 1: C1CN1P(=S)(N2CC2)N3CC3. Drug 2: CS(=O)(=O)OCCCCOS(=O)(=O)C. Cell line: HCT-15. Synergy scores: CSS=8.36, Synergy_ZIP=0.173, Synergy_Bliss=10.7, Synergy_Loewe=4.89, Synergy_HSA=4.93. (7) Drug 1: C1=CC(=CC=C1C#N)C(C2=CC=C(C=C2)C#N)N3C=NC=N3. Drug 2: C1C(C(OC1N2C=NC3=C(N=C(N=C32)Cl)N)CO)O. Cell line: A549. Synergy scores: CSS=18.6, Synergy_ZIP=0.779, Synergy_Bliss=-1.97, Synergy_Loewe=-18.1, Synergy_HSA=-5.85. (8) Drug 1: C1=NC2=C(N1)C(=S)N=C(N2)N. Drug 2: CS(=O)(=O)CCNCC1=CC=C(O1)C2=CC3=C(C=C2)N=CN=C3NC4=CC(=C(C=C4)OCC5=CC(=CC=C5)F)Cl. Cell line: ACHN. Synergy scores: CSS=48.8, Synergy_ZIP=-5.14, Synergy_Bliss=-3.73, Synergy_Loewe=-4.39, Synergy_HSA=-1.21. (9) Drug 1: CN(C)N=NC1=C(NC=N1)C(=O)N. Drug 2: CC1C(C(CC(O1)OC2CC(CC3=C2C(=C4C(=C3O)C(=O)C5=C(C4=O)C(=CC=C5)OC)O)(C(=O)CO)O)N)O.Cl. Cell line: NCIH23. Synergy scores: CSS=46.6, Synergy_ZIP=1.31, Synergy_Bliss=3.29, Synergy_Loewe=-21.1, Synergy_HSA=4.03.